From a dataset of Full USPTO retrosynthesis dataset with 1.9M reactions from patents (1976-2016). Predict the reactants needed to synthesize the given product. (1) Given the product [CH2:22]([N:24]([CH2:2][C:3]1[CH:8]=[CH:7][C:6]([N:9]2[C:17]3[CH2:16][CH2:15][CH2:14][CH2:13][C:12]=3[C:11]([C:18]([F:21])([F:20])[F:19])=[N:10]2)=[CH:5][CH:4]=1)[C:25](=[O:27])[CH3:26])[CH3:23], predict the reactants needed to synthesize it. The reactants are: Cl[CH2:2][C:3]1[CH:8]=[CH:7][C:6]([N:9]2[C:17]3[CH2:16][CH2:15][CH2:14][CH2:13][C:12]=3[C:11]([C:18]([F:21])([F:20])[F:19])=[N:10]2)=[CH:5][CH:4]=1.[CH2:22]([NH:24][C:25](=[O:27])[CH3:26])[CH3:23]. (2) Given the product [CH3:16][O:15][C:13]1[CH:12]=[C:11]([O:17][CH3:18])[N:10]=[C:9]([O:8][CH:4]([CH:5]([CH3:7])[CH3:6])[C:3]([OH:19])=[O:2])[N:14]=1, predict the reactants needed to synthesize it. The reactants are: C[O:2][C:3](=[O:19])[CH:4]([O:8][C:9]1[N:14]=[C:13]([O:15][CH3:16])[CH:12]=[C:11]([O:17][CH3:18])[N:10]=1)[CH:5]([CH3:7])[CH3:6].[Li+].[OH-]. (3) Given the product [F:44][C:2]1[CH:35]=[CH:34][CH:33]=[CH:32][C:3]=1[CH2:4][O:5][CH2:6][CH2:7][N:8]([C@H:25]1[CH2:30][CH2:29][C@H:28]([CH3:31])[CH2:27][CH2:26]1)[C:9](=[O:24])[NH:10][C:11]1[S:12][C:13]([S:16][CH2:17][C:18]([CH3:23])([CH3:22])[C:19]([OH:21])=[O:20])=[CH:14][N:15]=1, predict the reactants needed to synthesize it. The reactants are: Cl[C:2]1[CH:35]=[CH:34][CH:33]=[CH:32][C:3]=1[CH2:4][O:5][CH2:6][CH2:7][N:8]([C@H:25]1[CH2:30][CH2:29][C@H:28]([CH3:31])[CH2:27][CH2:26]1)[C:9](=[O:24])[NH:10][C:11]1[S:12][C:13]([S:16][CH2:17][C:18]([CH3:23])([CH3:22])[C:19]([OH:21])=[O:20])=[CH:14][N:15]=1.BrCC1C=CC=CC=1[F:44].C(OC(=O)C(C)(C)CSC1SC(N)=NC=1)C. (4) Given the product [NH2:1][C:2]1[C:3]2[N:4]([C:8]([CH:26]3[CH2:29][C:28](=[O:30])[CH2:27]3)=[N:9][C:10]=2[C:11]2[CH:16]=[CH:15][CH:14]=[C:13]([O:17][CH2:18][C:19]34[O:25][CH:22]([CH2:23][CH2:24]3)[CH2:21][CH2:20]4)[CH:12]=2)[CH:5]=[CH:6][N:7]=1, predict the reactants needed to synthesize it. The reactants are: [NH2:1][C:2]1[C:3]2[N:4]([C:8]([CH:26]3[CH2:29][C:28](CO)([OH:30])[CH2:27]3)=[N:9][C:10]=2[C:11]2[CH:16]=[CH:15][CH:14]=[C:13]([O:17][CH2:18][C:19]34[O:25][CH:22]([CH2:23][CH2:24]3)[CH2:21][CH2:20]4)[CH:12]=2)[CH:5]=[CH:6][N:7]=1.O. (5) Given the product [CH3:18][C:15]1([CH3:17])[C:14](=[O:19])[N:13]([CH2:20][CH2:21][NH:22][C:23](=[O:26])[CH2:24][CH3:25])[C:12]2[CH:27]=[C:8]([C:6]([N:5]([CH:2]([CH3:3])[CH3:4])[C@@H:32]3[CH2:37][CH2:36][CH2:35][N:34]([C:50]([C@@H:46]([NH:45][C:38](=[O:39])[O:40][C:41]([CH3:42])([CH3:44])[CH3:43])[CH:47]([CH3:49])[CH3:48])=[O:51])[CH2:33]3)=[O:7])[C:9]([C:28]([F:30])([F:29])[F:31])=[CH:10][C:11]=2[O:16]1, predict the reactants needed to synthesize it. The reactants are: Cl.[CH:2]([N:5]([C@@H:32]1[CH2:37][CH2:36][CH2:35][NH:34][CH2:33]1)[C:6]([C:8]1[C:9]([C:28]([F:31])([F:30])[F:29])=[CH:10][C:11]2[O:16][C:15]([CH3:18])([CH3:17])[C:14](=[O:19])[N:13]([CH2:20][CH2:21][NH:22][C:23](=[O:26])[CH2:24][CH3:25])[C:12]=2[CH:27]=1)=[O:7])([CH3:4])[CH3:3].[C:38]([NH:45][C@H:46]([C:50](O)=[O:51])[CH:47]([CH3:49])[CH3:48])([O:40][C:41]([CH3:44])([CH3:43])[CH3:42])=[O:39].CCN=C=NCCCN(C)C.C1C=CC2N(O)N=NC=2C=1. (6) Given the product [O:32]=[C:26]1[NH:25]/[C:24](=[N:33]\[NH:34][C:15](=[O:17])[CH2:14][CH2:13][CH2:12][N:10]2[CH:11]=[C:7]([C:1]3[CH:2]=[CH:3][CH:4]=[CH:5][CH:6]=3)[CH:8]=[N:9]2)/[N:23]([CH2:18][CH2:19][CH2:20][CH2:21][CH3:22])[C:31]2[N:30]=[CH:29][NH:28][C:27]1=2, predict the reactants needed to synthesize it. The reactants are: [C:1]1([C:7]2[CH:8]=[N:9][N:10]([CH2:12][CH2:13][CH2:14][C:15]([OH:17])=O)[CH:11]=2)[CH:6]=[CH:5][CH:4]=[CH:3][CH:2]=1.[CH2:18]([N:23]1[C:31]2[N:30]=[CH:29][NH:28][C:27]=2[C:26](=[O:32])[NH:25]/[C:24]/1=[N:33]\[NH2:34])[CH2:19][CH2:20][CH2:21][CH3:22].F[P-](F)(F)(F)(F)F.N1(O[P+](N(C)C)(N(C)C)N(C)C)C2C=CC=CC=2N=N1.C(N(CC)CC)C. (7) Given the product [CH3:18][O:17][C:15]([C:14]1[N:4]([CH:1]2[CH2:2][CH2:3]2)[C:5]2[CH:6]=[CH:7][N:8]=[CH:9][C:10]=2[C:11]=1[NH2:12])=[O:16], predict the reactants needed to synthesize it. The reactants are: [CH:1]1([NH:4][C:5]2[C:10]([C:11]#[N:12])=[CH:9][N:8]=[CH:7][CH:6]=2)[CH2:3][CH2:2]1.Br[CH2:14][C:15]([O:17][CH3:18])=[O:16].[H-].[Na+].[H][H]. (8) The reactants are: [CH2:1]([O:3][C:4]([C:6]1[C:7]([OH:24])=[C:8]2[C:14]([Br:15])=[C:13]([Br:16])[N:12]([CH2:17][C:18]3[CH:23]=[CH:22][CH:21]=[CH:20][CH:19]=3)[C:9]2=[CH:10][N:11]=1)=[O:5])[CH3:2].C(N(CC)CC)C.[C:32](Cl)(=[O:37])[C:33]([CH3:36])([CH3:35])[CH3:34]. Given the product [CH2:1]([O:3][C:4]([C:6]1[C:7]([O:24][C:32](=[O:37])[C:33]([CH3:36])([CH3:35])[CH3:34])=[C:8]2[C:14]([Br:15])=[C:13]([Br:16])[N:12]([CH2:17][C:18]3[CH:19]=[CH:20][CH:21]=[CH:22][CH:23]=3)[C:9]2=[CH:10][N:11]=1)=[O:5])[CH3:2], predict the reactants needed to synthesize it.